From a dataset of Full USPTO retrosynthesis dataset with 1.9M reactions from patents (1976-2016). Predict the reactants needed to synthesize the given product. (1) Given the product [NH2:77][C:75]1[S:74][N:73]=[C:72](/[C:50](=[N:51]/[OH:52])/[C:49]([NH:48][C@@H:20]2[C:19](=[O:79])[N:18]3[C@@H:21]2[S:22][CH2:23][C:24](/[CH:25]=[C:26]2/[C:27](=[O:47])[N:28]([C@@H:31]4[CH2:35][CH2:34][N:33]([C:36]([O:38][CH2:39][C:40]5[O:41][C:42](=[O:46])[O:43][C:44]=5[CH3:45])=[O:37])[CH2:32]4)[CH2:29][CH2:30]/2)=[C:17]3[C:15]([OH:16])=[O:14])=[O:78])[N:76]=1, predict the reactants needed to synthesize it. The reactants are: C([O:14][C:15]([C:17]1[N:18]2[CH:21]([S:22][CH2:23][C:24]=1[CH:25]=[C:26]1[CH2:30][CH2:29][N:28]([CH:31]3[CH2:35][CH2:34][N:33]([C:36]([O:38][CH2:39][C:40]4[O:41][C:42](=[O:46])[O:43][C:44]=4[CH3:45])=[O:37])[CH2:32]3)[C:27]1=[O:47])[CH:20]([NH:48][C:49](=[O:78])[C:50]([C:72]1[N:76]=[C:75]([NH2:77])[S:74][N:73]=1)=[N:51][O:52]C(C1C=CC=CC=1)(C1C=CC=CC=1)C1C=CC=CC=1)[C:19]2=[O:79])=[O:16])(C1C=CC=CC=1)C1C=CC=CC=1.C([SiH](CC)CC)C. (2) Given the product [Cl:1][C:2]1[CH:3]=[CH:4][C:5]([O:14][C:15]([CH3:16])([C:17]2[N:21]([CH3:22])[C:20]([C:23]3[CH:28]=[CH:27][CH:26]=[CH:25][C:24]=3[C:29]([F:30])([F:32])[F:31])=[N:19][N:18]=2)[CH3:33])=[C:6]([C:7]2[O:8][CH:11]=[N:10][N:9]=2)[CH:13]=1, predict the reactants needed to synthesize it. The reactants are: [Cl:1][C:2]1[CH:3]=[CH:4][C:5]([O:14][C:15]([CH3:33])([C:17]2[N:21]([CH3:22])[C:20]([C:23]3[CH:28]=[CH:27][CH:26]=[CH:25][C:24]=3[C:29]([F:32])([F:31])[F:30])=[N:19][N:18]=2)[CH3:16])=[C:6]([CH:13]=1)[C:7]([NH:9][NH:10][CH:11]=O)=[O:8].N1C=CC=CC=1.FC(F)(F)S(OS(C(F)(F)F)(=O)=O)(=O)=O. (3) Given the product [CH3:1][O:2][C:3]1[CH:10]=[C:9]([N+:11]([O-:13])=[O:12])[CH:8]=[CH:7][C:4]=1[CH2:5][OH:15], predict the reactants needed to synthesize it. The reactants are: [CH3:1][O:2][C:3]1[CH:10]=[C:9]([N+:11]([O-:13])=[O:12])[CH:8]=[CH:7][C:4]=1[CH2:5]Br.C([O-])([O-])=[O:15].[Ca+2].O.